Task: Regression. Given a peptide amino acid sequence and an MHC pseudo amino acid sequence, predict their binding affinity value. This is MHC class I binding data.. Dataset: Peptide-MHC class I binding affinity with 185,985 pairs from IEDB/IMGT (1) The peptide sequence is MMFDAMGAL. The MHC is HLA-A33:01 with pseudo-sequence HLA-A33:01. The binding affinity (normalized) is 0.331. (2) The peptide sequence is ASDDLEHWQ. The MHC is HLA-A11:01 with pseudo-sequence HLA-A11:01. The binding affinity (normalized) is 0.0847. (3) The peptide sequence is VIRLLIWAY. The MHC is HLA-A02:06 with pseudo-sequence HLA-A02:06. The binding affinity (normalized) is 0. (4) The peptide sequence is IQRTVFFVL. The MHC is HLA-A02:06 with pseudo-sequence HLA-A02:06. The binding affinity (normalized) is 0.768. (5) The peptide sequence is MTFPVSLEY. The MHC is SLA-10401 with pseudo-sequence SLA-10401. The binding affinity (normalized) is 0.750. (6) The peptide sequence is QIITLTAFV. The MHC is HLA-A02:01 with pseudo-sequence HLA-A02:01. The binding affinity (normalized) is 0.674. (7) The peptide sequence is WLYDLWGQL. The MHC is HLA-A29:02 with pseudo-sequence HLA-A29:02. The binding affinity (normalized) is 0.521. (8) The peptide sequence is QTEENLLDF. The MHC is HLA-A01:01 with pseudo-sequence HLA-A01:01. The binding affinity (normalized) is 0.680. (9) The peptide sequence is LQYGWSYFHE. The MHC is Mamu-A07 with pseudo-sequence Mamu-A07. The binding affinity (normalized) is 0. (10) The binding affinity (normalized) is 0.439. The MHC is HLA-A68:01 with pseudo-sequence HLA-A68:01. The peptide sequence is SVIFYFISIY.